This data is from Full USPTO retrosynthesis dataset with 1.9M reactions from patents (1976-2016). The task is: Predict the reactants needed to synthesize the given product. (1) Given the product [C:1]([O:5][C:6]([NH:8][C@H:9]([C:40]([O:42][C:43]([CH3:46])([CH3:45])[CH3:44])=[O:41])[CH2:10][CH:11]([CH2:19][C:20]1[CH:25]=[CH:24][C:23]([CH2:26][CH2:27][CH2:28][F:47])=[CH:22][CH:21]=1)[C:12]([O:14][C:15]([CH3:18])([CH3:17])[CH3:16])=[O:13])=[O:7])([CH3:4])([CH3:3])[CH3:2], predict the reactants needed to synthesize it. The reactants are: [C:1]([O:5][C:6]([NH:8][C@H:9]([C:40]([O:42][C:43]([CH3:46])([CH3:45])[CH3:44])=[O:41])[CH2:10][C@H:11]([CH2:19][C:20]1[CH:25]=[CH:24][C:23]([CH2:26][CH2:27][CH2:28]OS(C2C=CC(C)=CC=2)(=O)=O)=[CH:22][CH:21]=1)[C:12]([O:14][C:15]([CH3:18])([CH3:17])[CH3:16])=[O:13])=[O:7])([CH3:4])([CH3:3])[CH3:2].[F-:47].O. (2) Given the product [F:41][C:38]1[CH:37]=[CH:36][C:35]([CH2:34][N:33]2[C:17](=[O:18])[C:16]([C:11]3[NH:10][C:9]4[CH:20]=[CH:21][C:6]([NH:5][S:2]([CH3:1])(=[O:4])=[O:3])=[CH:7][C:8]=4[S:13](=[O:14])(=[O:15])[N:12]=3)=[C:25]([OH:24])[C@H:27]3[C@@H:32]2[C@H:31]2[CH2:42][C@@H:28]3[CH2:29][CH2:30]2)=[CH:40][CH:39]=1, predict the reactants needed to synthesize it. The reactants are: [CH3:1][S:2]([NH:5][C:6]1[CH:21]=[CH:20][C:9]2[NH:10][C:11]([CH2:16][C:17](O)=[O:18])=[N:12][S:13](=[O:15])(=[O:14])[C:8]=2[CH:7]=1)(=[O:4])=[O:3].C([O:24][C:25]([C@H:27]1[C@@H:32]([NH:33][CH2:34][C:35]2[CH:40]=[CH:39][C:38]([F:41])=[CH:37][CH:36]=2)[C@H:31]2[CH2:42][C@@H:28]1[CH2:29][CH2:30]2)=O)C.CN1CCOCC1.Cl.CN(C)CCCN=C=NCC.C(N(CC)CC)C. (3) Given the product [C:1]([O:5][C:6]([N:8]([C:16]1[C:17]([Cl:23])=[N:18][C:19]([C:24]2[CH:29]=[CH:28][CH:27]=[CH:26][CH:25]=2)=[CH:20][CH:21]=1)[C:9]([O:11][C:12]([CH3:15])([CH3:14])[CH3:13])=[O:10])=[O:7])([CH3:4])([CH3:3])[CH3:2], predict the reactants needed to synthesize it. The reactants are: [C:1]([O:5][C:6]([N:8]([C:16]1[C:17]([Cl:23])=[N:18][C:19](Cl)=[CH:20][CH:21]=1)[C:9]([O:11][C:12]([CH3:15])([CH3:14])[CH3:13])=[O:10])=[O:7])([CH3:4])([CH3:3])[CH3:2].[C:24]1(B(O)O)[CH:29]=[CH:28][CH:27]=[CH:26][CH:25]=1.C(=O)([O-])[O-].[Na+].[Na+].O1CCOCC1.